The task is: Regression/Classification. Given a drug SMILES string, predict its absorption, distribution, metabolism, or excretion properties. Task type varies by dataset: regression for continuous measurements (e.g., permeability, clearance, half-life) or binary classification for categorical outcomes (e.g., BBB penetration, CYP inhibition). Dataset: cyp1a2_veith.. This data is from CYP1A2 inhibition data for predicting drug metabolism from PubChem BioAssay. The result is 0 (non-inhibitor). The drug is COc1cc2cc(CN(CCCO)S(=O)(=O)c3ccccc3Cl)c(=O)[nH]c2cc1OC.